Dataset: Full USPTO retrosynthesis dataset with 1.9M reactions from patents (1976-2016). Task: Predict the reactants needed to synthesize the given product. (1) Given the product [CH3:1][O:2][C:3]1[CH:4]=[C:5]2[CH2:14][CH:13]([CH2:15][CH:16]3[CH2:17][CH2:18][N:19]([CH2:22][C:23]4[CH:28]=[CH:27][CH:26]=[CH:25][CH:24]=4)[CH2:20][CH2:21]3)[C:11](=[O:12])[C:6]2=[CH:7][C:8]=1[O:9][CH3:10].[S:29]([O-:33])([O-:32])(=[O:31])=[O:30], predict the reactants needed to synthesize it. The reactants are: [CH3:1][O:2][C:3]1[CH:4]=[C:5]2[CH2:14][CH:13]([CH2:15][CH:16]3[CH2:21][CH2:20][N:19]([CH2:22][C:23]4[CH:24]=[CH:25][CH:26]=[CH:27][CH:28]=4)[CH2:18][CH2:17]3)[C:11](=[O:12])[C:6]2=[CH:7][C:8]=1[O:9][CH3:10].[S:29](=[O:33])(=[O:32])([OH:31])[OH:30]. (2) Given the product [O:11]=[CH:12][CH2:13][CH:14]1[CH2:15][CH2:16][N:17]([C:20]([O:22][C:23]([CH3:26])([CH3:25])[CH3:24])=[O:21])[CH2:18][CH2:19]1, predict the reactants needed to synthesize it. The reactants are: CS(C)=O.C(Cl)(=O)C(Cl)=O.[OH:11][CH2:12][CH2:13][CH:14]1[CH2:19][CH2:18][N:17]([C:20]([O:22][C:23]([CH3:26])([CH3:25])[CH3:24])=[O:21])[CH2:16][CH2:15]1.C(N(CC)CC)C. (3) The reactants are: C(OP([CH2:9][C:10]([N:12]([CH3:14])[CH3:13])=[O:11])(=O)OCC)C.[H-].[Na+].[CH:17]([C:19]1[CH:24]=[CH:23][C:22]([C:25]2[C:34]3[C:29](=[CH:30][CH:31]=[C:32]([C:35]([O:37][CH2:38][CH2:39][Si:40]([CH3:43])([CH3:42])[CH3:41])=[O:36])[CH:33]=3)[CH:28]=[N:27][CH:26]=2)=[CH:21][CH:20]=1)=O.[Cl-].[NH4+]. Given the product [CH3:14][N:12]([CH3:13])[C:10](=[O:11])/[CH:9]=[CH:17]/[C:19]1[CH:20]=[CH:21][C:22]([C:25]2[C:34]3[C:29](=[CH:30][CH:31]=[C:32]([C:35]([O:37][CH2:38][CH2:39][Si:40]([CH3:41])([CH3:43])[CH3:42])=[O:36])[CH:33]=3)[CH:28]=[N:27][CH:26]=2)=[CH:23][CH:24]=1, predict the reactants needed to synthesize it. (4) Given the product [CH:47]1([CH2:50][C:51]2[N:52]=[C:40]([OH:42])[C:38]3[C:37](=[CH:36][C:35]([O:45][CH3:46])=[C:34]([O:33][CH3:32])[CH:39]=3)[N:44]=2)[CH2:49][CH2:48]1, predict the reactants needed to synthesize it. The reactants are: C1(C2N=C(N3CCN(C4C=CC=CC=4OC)CC3)C3C(=CC(OC)=C(OC)C=3)N=2)CC1.[CH3:32][O:33][C:34]1[CH:39]=[C:38]([C:40]([O:42]C)=O)[C:37]([NH2:44])=[CH:36][C:35]=1[O:45][CH3:46].[CH:47]1([CH2:50][C:51]#[N:52])[CH2:49][CH2:48]1. (5) Given the product [C:52]([S:54][CH:19]1[CH2:18][CH2:17][N:16]([C:21]([C:34]2[CH:39]=[CH:38][CH:37]=[CH:36][CH:35]=2)([C:22]2[CH:27]=[CH:26][CH:25]=[CH:24][CH:23]=2)[C:28]2[CH:33]=[CH:32][CH:31]=[CH:30][CH:29]=2)[CH2:15]/[C:14]/1=[CH:13]\[C:10]1[CH:11]=[CH:12][N:8]([C:6]([O:5][C:1]([CH3:3])([CH3:2])[CH3:4])=[O:7])[N:9]=1)(=[O:55])[CH3:53], predict the reactants needed to synthesize it. The reactants are: [C:1]([O:5][C:6]([N:8]1[CH:12]=[CH:11][C:10](/[CH:13]=[C:14]2\[CH2:15][N:16]([C:21]([C:34]3[CH:39]=[CH:38][CH:37]=[CH:36][CH:35]=3)([C:28]3[CH:33]=[CH:32][CH:31]=[CH:30][CH:29]=3)[C:22]3[CH:27]=[CH:26][CH:25]=[CH:24][CH:23]=3)[CH2:17][CH2:18][CH:19]\2O)=[N:9]1)=[O:7])([CH3:4])([CH3:3])[CH3:2].CS(Cl)(=O)=O.C(N(CC)CC)C.[C:52]([O-:55])(=[S:54])[CH3:53].[K+]. (6) Given the product [Cl:1][C:2]1[C:3]2[C:4](=[N:8][N:9]([CH2:12][C:13]34[CH2:17][C:15]([C:18]([O:20][CH3:21])=[O:19])([CH2:16]3)[CH2:14]4)[CH:10]=2)[N:5]=[CH:6][N:7]=1, predict the reactants needed to synthesize it. The reactants are: [Cl:1][C:2]1[N:7]=[CH:6][N:5]=[C:4]2[NH:8][N:9]=[CH:10][C:3]=12.O[CH2:12][C:13]12[CH2:17][C:15]([C:18]([O:20][CH3:21])=[O:19])([CH2:16]1)[CH2:14]2.C1C=CC(P(C2C=CC=CC=2)C2C=CC=CC=2)=CC=1.